Binary Classification. Given a T-cell receptor sequence (or CDR3 region) and an epitope sequence, predict whether binding occurs between them. From a dataset of TCR-epitope binding with 47,182 pairs between 192 epitopes and 23,139 TCRs. (1) The epitope is PKYVKQNTLKLAT. The TCR CDR3 sequence is CASSLRQGAAGEQYF. Result: 0 (the TCR does not bind to the epitope). (2) The epitope is VTIAEILLI. The TCR CDR3 sequence is CASSPQSEGSYFTGELFF. Result: 0 (the TCR does not bind to the epitope). (3) The epitope is ARMILMTHF. The TCR CDR3 sequence is CASSWDSGAEAFF. Result: 1 (the TCR binds to the epitope). (4) The epitope is LLALHRSYL. The TCR CDR3 sequence is CASSARDRVVNTEAFF. Result: 0 (the TCR does not bind to the epitope). (5) The epitope is RIFTIGTVTLK. The TCR CDR3 sequence is CASSQGSTEAFF. Result: 1 (the TCR binds to the epitope).